This data is from Catalyst prediction with 721,799 reactions and 888 catalyst types from USPTO. The task is: Predict which catalyst facilitates the given reaction. Reactant: [NH2:1][C:2]1[CH:7]=[CH:6][C:5]([NH:8][C:9]2[CH:18]=[CH:17][C:16]([CH:19]3[CH2:21][CH2:20]3)=[CH:15][C:10]=2[C:11]([O:13][CH3:14])=[O:12])=[CH:4][C:3]=1[CH2:22][C:23]([O:25][C:26]([CH3:29])([CH3:28])[CH3:27])=[O:24].C(=O)([O-])[O-].[K+].[K+].[CH2:36](Br)[C:37]1[CH:42]=[CH:41][CH:40]=[CH:39][CH:38]=1.C(OCC)(=O)C. Product: [CH2:36]([NH:1][C:2]1[CH:7]=[CH:6][C:5]([NH:8][C:9]2[CH:18]=[CH:17][C:16]([CH:19]3[CH2:21][CH2:20]3)=[CH:15][C:10]=2[C:11]([O:13][CH3:14])=[O:12])=[CH:4][C:3]=1[CH2:22][C:23]([O:25][C:26]([CH3:29])([CH3:28])[CH3:27])=[O:24])[C:37]1[CH:42]=[CH:41][CH:40]=[CH:39][CH:38]=1. The catalyst class is: 35.